From a dataset of Catalyst prediction with 721,799 reactions and 888 catalyst types from USPTO. Predict which catalyst facilitates the given reaction. (1) Reactant: [Cl:1][C:2]([F:27])([F:26])[O:3][C:4]1[CH:9]=[CH:8][C:7]([NH:10][C:11](=[O:25])[C:12]2[CH:17]=[CH:16][C:15](F)=[C:14]([C:19]3[NH:23][N:22]=[CH:21][C:20]=3[F:24])[CH:13]=2)=[CH:6][CH:5]=1.[C:28]([O-:31])([O-])=O.[Na+].[Na+]. Product: [Cl:1][C:2]([F:27])([F:26])[O:3][C:4]1[CH:9]=[CH:8][C:7]([NH:10][C:11](=[O:25])[C:12]2[CH:17]=[CH:16][C:15]([N:10]3[CH2:7][CH2:6][C@@H:28]([OH:31])[CH2:11]3)=[C:14]([C:19]3[NH:23][N:22]=[CH:21][C:20]=3[F:24])[CH:13]=2)=[CH:6][CH:5]=1. The catalyst class is: 197. (2) Reactant: BrC1C=CC(C[C@H]2[C@@H]3[C@@H](N(C4(C5C=CC=C(C(C)(C)C)C=5)CC4)C(=O)O3)CS(=O)(=O)C2)=CC=1.[Br:34][C:35]1[CH:64]=[CH:63][C:38]([CH2:39][C@H:40]2[C:45](=[O:46])[C@@H:44]([N:47]([C:51]3[CH:56]=[CH:55][CH:54]=[C:53]([C:57]([CH3:60])([CH3:59])[CH3:58])[CH:52]=3)[CH:48]3[CH2:50][CH2:49]3)[CH2:43][S:42](=[O:62])(=[O:61])[CH2:41]2)=[CH:37][CH:36]=1. Product: [Br:34][C:35]1[CH:64]=[CH:63][C:38]([CH2:39][C@H:40]2[C@@H:45]([OH:46])[C@@H:44]([N:47]([C:51]3[CH:56]=[CH:55][CH:54]=[C:53]([C:57]([CH3:60])([CH3:59])[CH3:58])[CH:52]=3)[CH:48]3[CH2:50][CH2:49]3)[CH2:43][S:42](=[O:62])(=[O:61])[CH2:41]2)=[CH:37][CH:36]=1. The catalyst class is: 828. (3) Reactant: [CH3:1][Si:2]([CH3:28])([CH3:27])[CH2:3][CH2:4][O:5][CH2:6][N:7]1[C:11]2[N:12]=[CH:13][N:14]=[C:15]([C:16]3[CH:17]=[N:18][N:19]([CH:21]([CH2:25][CH3:26])[CH2:22][CH:23]=O)[CH:20]=3)[C:10]=2[CH:9]=[CH:8]1.CO.Cl.[O:32]([NH2:34])[CH3:33].C(=O)(O)[O-].[K+]. The catalyst class is: 6. Product: [CH3:33][O:32][N:34]=[CH:23][CH2:22][CH:21]([N:19]1[CH:20]=[C:16]([C:15]2[C:10]3[CH:9]=[CH:8][N:7]([CH2:6][O:5][CH2:4][CH2:3][Si:2]([CH3:28])([CH3:1])[CH3:27])[C:11]=3[N:12]=[CH:13][N:14]=2)[CH:17]=[N:18]1)[CH2:25][CH3:26].